Dataset: Catalyst prediction with 721,799 reactions and 888 catalyst types from USPTO. Task: Predict which catalyst facilitates the given reaction. (1) Reactant: [BH4-].[Na+].[N:3]1[C:12]2[C:7](=[CH:8][CH:9]=[CH:10][CH:11]=2)[CH:6]=[CH:5][CH:4]=1.[C:13](O)(=[O:15])[CH3:14]. Product: [C:13]([N:3]1[C:12]2[C:7](=[CH:8][CH:9]=[CH:10][CH:11]=2)[CH:6]=[CH:5][CH2:4]1)(=[O:15])[CH3:14]. The catalyst class is: 152. (2) Reactant: [Cl:1][C:2]1[CH:10]=[C:9]([N:11]2[CH2:16][CH2:15][N:14]([C:17]3[CH:22]=[CH:21][CH:20]=[CH:19][C:18]=3[CH3:23])[CH2:13][CH2:12]2)[C:8]([N+:24]([O-:26])=[O:25])=[CH:7][C:3]=1[C:4]([OH:6])=O.CN(C)C=O.CN(C(ON1N=NC2C=CC=NC1=2)=[N+](C)C)C.F[P-](F)(F)(F)(F)F.C(N(CC)C(C)C)(C)C.[NH2:65][CH2:66][CH2:67][CH2:68][N:69]1[CH2:73][CH2:72][O:71][C:70]1=[O:74]. Product: [Cl:1][C:2]1[CH:10]=[C:9]([N:11]2[CH2:16][CH2:15][N:14]([C:17]3[CH:22]=[CH:21][CH:20]=[CH:19][C:18]=3[CH3:23])[CH2:13][CH2:12]2)[C:8]([N+:24]([O-:26])=[O:25])=[CH:7][C:3]=1[C:4]([NH:65][CH2:66][CH2:67][CH2:68][N:69]1[CH2:73][CH2:72][O:71][C:70]1=[O:74])=[O:6]. The catalyst class is: 69.